From a dataset of Forward reaction prediction with 1.9M reactions from USPTO patents (1976-2016). Predict the product of the given reaction. (1) The product is: [Cl:1][C:2]1[CH:7]=[C:6]([NH:15][CH2:13][CH3:14])[C:5]([N+:10]([O-:12])=[O:11])=[CH:4][N:3]=1. Given the reactants [Cl:1][C:2]1[CH:7]=[C:6](OC)[C:5]([N+:10]([O-:12])=[O:11])=[CH:4][N:3]=1.[CH2:13]([NH2:15])[CH3:14], predict the reaction product. (2) The product is: [NH2:24][CH2:23][C@@H:17]1[C@H:18]([CH3:22])[CH2:19][CH2:20][CH2:21][N:16]1[C:14]([C:9]1[N:10]=[C:11]([CH3:13])[S:12][C:8]=1[C:5]1[CH:4]=[CH:3][C:2]([F:1])=[CH:7][CH:6]=1)=[O:15]. Given the reactants [F:1][C:2]1[CH:7]=[CH:6][C:5]([C:8]2[S:12][C:11]([CH3:13])=[N:10][C:9]=2[C:14]([N:16]2[CH2:21][CH2:20][CH2:19][C@@H:18]([CH3:22])[C@H:17]2[CH2:23][NH:24]C(=O)OC(C)(C)C)=[O:15])=[CH:4][CH:3]=1.C(O)(C(F)(F)F)=O, predict the reaction product.